Dataset: Cav3 T-type calcium channel HTS with 100,875 compounds. Task: Binary Classification. Given a drug SMILES string, predict its activity (active/inactive) in a high-throughput screening assay against a specified biological target. The molecule is O(c1ccc(C(C)(C)C)cc1)CC(O)CNC(=O)c1c(cccc1)C(O)=O. The result is 0 (inactive).